From a dataset of Full USPTO retrosynthesis dataset with 1.9M reactions from patents (1976-2016). Predict the reactants needed to synthesize the given product. (1) Given the product [Cl:16][C:17]1[C:18]([O:27][C:28]2[CH:33]=[CH:32][C:31]([S:34]([NH:2][C:3]3[CH:8]=[CH:7][C:6]([N:9]4[CH2:14][CH2:13][CH:12]([NH:53][CH2:52][C@H:39]([OH:38])[CH2:40][O:41][C:42]5[C:50]6[NH:49][C:48](=[O:51])[NH:47][C:46]=6[CH:45]=[CH:44][CH:43]=5)[CH2:11][CH2:10]4)=[CH:5][CH:4]=3)(=[O:36])=[O:35])=[CH:30][CH:29]=2)=[N:19][CH:20]=[C:21]([C:23]([F:26])([F:25])[F:24])[CH:22]=1, predict the reactants needed to synthesize it. The reactants are: Cl.[NH2:2][C:3]1[CH:8]=[CH:7][C:6]([N:9]2[CH2:14][CH2:13][C:12](=O)[CH2:11][CH2:10]2)=[CH:5][CH:4]=1.[Cl:16][C:17]1[C:18]([O:27][C:28]2[CH:33]=[CH:32][C:31]([S:34](Cl)(=[O:36])=[O:35])=[CH:30][CH:29]=2)=[N:19][CH:20]=[C:21]([C:23]([F:26])([F:25])[F:24])[CH:22]=1.[OH:38][C@@H:39]([CH2:52][NH2:53])[CH2:40][O:41][C:42]1[C:50]2[NH:49][C:48](=[O:51])[NH:47][C:46]=2[CH:45]=[CH:44][CH:43]=1. (2) Given the product [NH2:8][C@H:9]1[CH2:14][CH2:13][C@H:12]([C:15]2[CH:16]=[CH:17][C:18]([O:19][C:20]([CH3:26])([CH3:27])[C:21]([O:23][CH2:24][CH3:25])=[O:22])=[CH:28][CH:29]=2)[CH2:11][CH2:10]1, predict the reactants needed to synthesize it. The reactants are: C([NH:8][C@H:9]1[CH2:14][CH2:13][C@H:12]([C:15]2[CH:29]=[CH:28][C:18]([O:19][C:20]([CH3:27])([CH3:26])[C:21]([O:23][CH2:24][CH3:25])=[O:22])=[CH:17][CH:16]=2)[CH2:11][CH2:10]1)C1C=CC=CC=1.